From a dataset of Forward reaction prediction with 1.9M reactions from USPTO patents (1976-2016). Predict the product of the given reaction. (1) The product is: [NH2:33][CH:34]1[CH:39]2[CH:35]1[CH2:36][N:37]([C:2]1[N:26]=[CH:25][C:5]3[N:6]=[CH:7][N:8]=[C:9]([NH:10][C:11]4[CH:16]=[CH:15][C:14]([O:17][C:18]5[CH:19]=[N:20][CH:21]=[CH:22][CH:23]=5)=[C:13]([CH3:24])[CH:12]=4)[C:4]=3[CH:3]=1)[CH2:38]2. Given the reactants F[C:2]1[N:26]=[CH:25][C:5]2[N:6]=[CH:7][N:8]=[C:9]([NH:10][C:11]3[CH:16]=[CH:15][C:14]([O:17][C:18]4[CH:19]=[N:20][CH:21]=[CH:22][CH:23]=4)=[C:13]([CH3:24])[CH:12]=3)[C:4]=2[CH:3]=1.C(OC(=O)[NH:33][CH:34]1[CH:39]2[CH:35]1[CH2:36][NH:37][CH2:38]2)(C)(C)C, predict the reaction product. (2) Given the reactants [CH2:1]([O:3][C:4]([C:6]1[CH:7]=[N:8][C:9]2[C:14]([C:15]=1[C:16]1[CH:21]=[CH:20][CH:19]=[C:18]([CH:22]=[O:23])[CH:17]=1)=[CH:13][CH:12]=[C:11]([C:24]([F:27])([F:26])[F:25])[CH:10]=2)=[O:5])[CH3:2].[BH4-].[Na+], predict the reaction product. The product is: [CH2:1]([O:3][C:4]([C:6]1[CH:7]=[N:8][C:9]2[C:14]([C:15]=1[C:16]1[CH:21]=[CH:20][CH:19]=[C:18]([CH2:22][OH:23])[CH:17]=1)=[CH:13][CH:12]=[C:11]([C:24]([F:27])([F:25])[F:26])[CH:10]=2)=[O:5])[CH3:2]. (3) Given the reactants C([O:8][C:9]1[C:10]([O:36][CH3:37])=[N:11][C:12]2[C:17]([C:18]=1[Cl:19])=[CH:16][C:15]([C:20]([C:28]1[C:29]([CH3:35])=[N:30][C:31]([CH3:34])=[CH:32][CH:33]=1)([C:22]1[N:26]([CH3:27])[N:25]=[N:24][CH:23]=1)[OH:21])=[CH:14][CH:13]=2)C1C=CC=CC=1, predict the reaction product. The product is: [Cl:19][C:18]1[C:17]2[C:12](=[CH:13][CH:14]=[C:15]([C:20]([C:28]3[C:29]([CH3:35])=[N:30][C:31]([CH3:34])=[CH:32][CH:33]=3)([OH:21])[C:22]3[N:26]([CH3:27])[N:25]=[N:24][CH:23]=3)[CH:16]=2)[N:11]=[C:10]([O:36][CH3:37])[C:9]=1[OH:8].